From a dataset of Reaction yield outcomes from USPTO patents with 853,638 reactions. Predict the reaction yield, written as a fraction of the theoretical maximum amount of product (1.0 means a 100% yield; for example, 0.34 means a 34% yield). The reactants are C(Cl)(=O)C(Cl)=O.CS(C)=O.[C:11]([O:15][C:16]([N:18]1[CH2:25][CH2:24][C:21]2([CH2:23][CH2:22]2)[CH:20]([OH:26])[CH2:19]1)=[O:17])([CH3:14])([CH3:13])[CH3:12].C(N(CC)CC)C. The catalyst is ClCCl.COC(C)(C)C. The product is [C:11]([O:15][C:16]([N:18]1[CH2:25][CH2:24][C:21]2([CH2:23][CH2:22]2)[C:20](=[O:26])[CH2:19]1)=[O:17])([CH3:14])([CH3:12])[CH3:13]. The yield is 0.890.